This data is from Forward reaction prediction with 1.9M reactions from USPTO patents (1976-2016). The task is: Predict the product of the given reaction. (1) Given the reactants [CH3:1][C:2]1[CH:15]=[CH:14][C:5]([CH2:6][N:7]2[CH2:12][CH2:11][C:10](=O)[CH2:9][CH2:8]2)=[CH:4][CH:3]=1.C([O-])(=O)C.[NH4+].C([BH3-])#[N:22].[Na+], predict the reaction product. The product is: [CH3:1][C:2]1[CH:15]=[CH:14][C:5]([CH2:6][N:7]2[CH2:12][CH2:11][CH:10]([NH2:22])[CH2:9][CH2:8]2)=[CH:4][CH:3]=1. (2) Given the reactants [N:1]1[CH:6]=[CH:5][C:4]([C:7]2[CH:12]=[C:11]([O:13][C:14]([F:17])([F:16])[F:15])[CH:10]=[CH:9][C:8]=2[OH:18])=[CH:3][N:2]=1.[C:19](=O)([O-:21])[O-:20].[K+].[K+].[Cl:25][C:26]1[C:27](F)=[CH:28][C:29]([F:48])=[C:30]([S:32]([N:35]([C:43]2[N:44]=[CH:45][S:46][CH:47]=2)C(=O)OC(C)(C)C)(=[O:34])=[O:33])[CH:31]=1, predict the reaction product. The product is: [F:17][C:14]([F:15])([F:16])[C:19]([OH:21])=[O:20].[Cl:25][C:26]1[C:27]([O:18][C:8]2[CH:9]=[CH:10][C:11]([O:13][C:14]([F:16])([F:17])[F:15])=[CH:12][C:7]=2[C:4]2[CH:5]=[CH:6][N:1]=[N:2][CH:3]=2)=[CH:28][C:29]([F:48])=[C:30]([S:32]([NH:35][C:43]2[N:44]=[CH:45][S:46][CH:47]=2)(=[O:33])=[O:34])[CH:31]=1.